Dataset: Human liver microsome stability data. Task: Regression/Classification. Given a drug SMILES string, predict its absorption, distribution, metabolism, or excretion properties. Task type varies by dataset: regression for continuous measurements (e.g., permeability, clearance, half-life) or binary classification for categorical outcomes (e.g., BBB penetration, CYP inhibition). Dataset: hlm. (1) The molecule is CC(O)(COc1ccc(C#N)cc1C(F)(F)F)C(=O)Nc1ccc([N+](=O)[O-])c(C(F)(F)F)c1. The result is 0 (unstable in human liver microsomes). (2) The compound is Cc1cc(CN2C(=O)C(C3=NS(=O)(=O)c4cc(NS(C)(=O)=O)ccc4N3)=C(O)[C@H]3CCC[C@H]32)ccc1F. The result is 0 (unstable in human liver microsomes). (3) The molecule is COC(=O)[C@@H]1CCCCN1C(=O)C(=O)c1cc(OC)c(OC)c(OC)c1. The result is 0 (unstable in human liver microsomes). (4) The compound is CC[C@H]1OC(=O)[C@H](C)[C@@H](O[C@H]2C[C@@](C)(OC)[C@@H](O)[C@H](C)O2)[C@H](C)[C@@H](O[C@@H]2O[C@H](C)C[C@H](N(C)C)[C@H]2O)[C@](C)(O)C[C@@H](C)CN(CCNC(=O)NC(C)C)[C@H](C)[C@@H](O)[C@]1(C)O. The result is 0 (unstable in human liver microsomes). (5) The drug is C=C(C)[C@@H]1CC[C@]2(C(=O)NCCN3CCS(=O)(=O)CC3)CC[C@]3(C)[C@H](CC[C@@H]4[C@@]5(C)CC=C(c6ccc(C(=O)O)cc6)C(C)(C)[C@@H]5CC[C@]43C)[C@@H]12. The result is 0 (unstable in human liver microsomes). (6) The molecule is CCCn1cc(-c2cc(C3C(=O)N(CC)c4ccc(C(F)(F)F)cc4N(c4ccccc4)C3=O)cc(OC)c2O)cn1. The result is 0 (unstable in human liver microsomes). (7) The compound is COc1cc2ccc(Br)cc2cc1[C@@H](c1ccccc1)[C@@](O)(CCN(C)C)c1cccc2c1CCN2C. The result is 0 (unstable in human liver microsomes). (8) The drug is OC[C@@H]1CCCN1Cc1ccc(Nc2nc3ncnc(Nc4ccc(F)c(Cl)c4)c3s2)cc1. The result is 0 (unstable in human liver microsomes).